Task: Predict the reactants needed to synthesize the given product.. Dataset: Full USPTO retrosynthesis dataset with 1.9M reactions from patents (1976-2016) (1) The reactants are: C(NC(C)C)(C)C.[Li]CCCC.[Li+].CC([N-]C(C)C)C.[Br:21][C:22]1[CH:23]=[N:24][CH:25]=[N:26][CH:27]=1.[O:28]1[C:32]2([CH2:37][CH2:36][C:35](=[O:38])[CH2:34][CH2:33]2)[O:31][CH2:30][CH2:29]1. Given the product [Br:21][C:22]1[C:23]([C:35]2([OH:38])[CH2:36][CH2:37][C:32]3([O:31][CH2:30][CH2:29][O:28]3)[CH2:33][CH2:34]2)=[N:24][CH:25]=[N:26][CH:27]=1, predict the reactants needed to synthesize it. (2) Given the product [CH2:36]([O:43][C:44]([NH:10][C@H:11]([C:32]([O:34][CH3:35])=[O:33])[CH2:12][N:13]1[C:17](=[O:18])[C:16]2([CH2:23][CH2:22][N:21]([C:24]([O:26][C:27]([CH3:30])([CH3:29])[CH3:28])=[O:25])[CH2:20][CH2:19]2)[NH:15][C:14]1=[O:31])=[O:45])[C:37]1[CH:42]=[CH:41][CH:40]=[CH:39][CH:38]=1, predict the reactants needed to synthesize it. The reactants are: C(N(C(C)C)CC)(C)C.[NH2:10][C@H:11]([C:32]([O:34][CH3:35])=[O:33])[CH2:12][N:13]1[C:17](=[O:18])[C:16]2([CH2:23][CH2:22][N:21]([C:24]([O:26][C:27]([CH3:30])([CH3:29])[CH3:28])=[O:25])[CH2:20][CH2:19]2)[NH:15][C:14]1=[O:31].[CH2:36]([O:43][C:44](ON1C(=O)CCC1=O)=[O:45])[C:37]1[CH:42]=[CH:41][CH:40]=[CH:39][CH:38]=1. (3) Given the product [OH:4][CH:3]([CH3:26])[C:2]([C:6]1[CH:10]=[C:9]([NH:11][C:12](=[O:25])[C:13]([CH3:24])([S:15]([CH:18]2[CH2:19][CH2:20][O:21][CH2:22][CH2:23]2)(=[O:17])=[O:16])[CH3:14])[O:8][N:7]=1)([CH3:1])[CH3:5], predict the reactants needed to synthesize it. The reactants are: [CH3:1][C:2]([C:6]1[CH:10]=[C:9]([NH:11][C:12](=[O:25])[C:13]([CH3:24])([S:15]([CH:18]2[CH2:23][CH2:22][O:21][CH2:20][CH2:19]2)(=[O:17])=[O:16])[CH3:14])[O:8][N:7]=1)([CH3:5])[CH:3]=[O:4].[C:26]1(C)C=CC=CC=1.C[Mg]Br.C1COCC1.S(NN)(C1C=CC(C)=CC=1)(=O)=O.